This data is from Catalyst prediction with 721,799 reactions and 888 catalyst types from USPTO. The task is: Predict which catalyst facilitates the given reaction. (1) Reactant: Cl[C:2]1[C:11]2[C:6](=[C:7]([CH3:14])[C:8]([O:12][CH3:13])=[CH:9][CH:10]=2)[N:5]=[C:4]([C:15]2[S:16][CH:17]=[C:18]([CH:20]3[CH2:22][CH2:21]3)[N:19]=2)[CH:3]=1.[CH:23]1([S:26]([NH:29][C:30]([C@@:32]23[CH2:47][C@H:46]2[CH:45]=[CH:44][CH2:43][CH2:42][CH2:41][CH2:40][CH2:39][C@H:38]([NH:48][C:49](=[O:55])[O:50][C:51]([CH3:54])([CH3:53])[CH3:52])[C:37](=[O:56])[N:36]2[CH2:57][C@H:58]([OH:60])[CH2:59][C@H:35]2[C:34](=[O:61])[NH:33]3)=[O:31])(=[O:28])=[O:27])[CH2:25][CH2:24]1.CC(C)([O-])C.[K+]. Product: [CH:23]1([S:26]([NH:29][C:30]([C@@:32]23[CH2:47][C@H:46]2[CH:45]=[CH:44][CH2:43][CH2:42][CH2:41][CH2:40][CH2:39][C@H:38]([NH:48][C:49](=[O:55])[O:50][C:51]([CH3:53])([CH3:54])[CH3:52])[C:37](=[O:56])[N:36]2[CH2:57][C@H:58]([O:60][C:2]4[C:11]5[C:6](=[C:7]([CH3:14])[C:8]([O:12][CH3:13])=[CH:9][CH:10]=5)[N:5]=[C:4]([C:15]5[S:16][CH:17]=[C:18]([CH:20]6[CH2:22][CH2:21]6)[N:19]=5)[CH:3]=4)[CH2:59][C@H:35]2[C:34](=[O:61])[NH:33]3)=[O:31])(=[O:28])=[O:27])[CH2:25][CH2:24]1. The catalyst class is: 148. (2) Product: [Cl:61][C:62]1[CH:69]=[CH:68][C:65]([CH2:66][NH:67][C:24]([C:16]2[CH:15]=[C:14]3[C:19]([C:20](=[O:21])[N:11]([C:5]4[N:4]=[C:3]([O:2][CH3:1])[C:8]([O:9][CH3:10])=[CH:7][N:6]=4)[C:12](=[S:27])[NH:13]3)=[CH:18][C:17]=2[O:22][CH3:23])=[O:25])=[CH:64][CH:63]=1. Reactant: [CH3:1][O:2][C:3]1[C:8]([O:9][CH3:10])=[CH:7][N:6]=[C:5]([N:11]2[C:20](=[O:21])[C:19]3[C:14](=[CH:15][C:16]([C:24](O)=[O:25])=[C:17]([O:22][CH3:23])[CH:18]=3)[NH:13][C:12]2=[S:27])[N:4]=1.CCN(C(C)C)C(C)C.CN(C(ON1N=NC2C=CC=NC1=2)=[N+](C)C)C.F[P-](F)(F)(F)(F)F.[Cl:61][C:62]1[CH:69]=[CH:68][C:65]([CH2:66][NH2:67])=[CH:64][CH:63]=1. The catalyst class is: 3. (3) Reactant: [C:1]([O:5][C:6](=[O:28])[NH:7][C:8]1[CH:13]=[CH:12][CH:11]=[CH:10][C:9]=1[NH:14][C:15]([C:17]1[O:18][C:19]2[CH:25]=[CH:24][C:23]([CH:26]=[CH2:27])=[CH:22][C:20]=2[CH:21]=1)=[O:16])([CH3:4])([CH3:3])[CH3:2].B1C2CCCC1CCC2.[OH-:38].[Na+]. Product: [C:1]([O:5][C:6](=[O:28])[NH:7][C:8]1[CH:13]=[CH:12][CH:11]=[CH:10][C:9]=1[NH:14][C:15]([C:17]1[O:18][C:19]2[CH:25]=[CH:24][C:23]([CH2:26][CH2:27][OH:38])=[CH:22][C:20]=2[CH:21]=1)=[O:16])([CH3:4])([CH3:3])[CH3:2]. The catalyst class is: 20. (4) Reactant: C(N(CC)CC)C.[Cl:8][C:9]1[C:14](I)=[CH:13][N:12]=[CH:11][N:10]=1.[C:16]([C:20]1[CH:24]=[C:23]([NH:25][C:26]([NH:28][C:29]2[CH:34]=[CH:33][CH:32]=[C:31]([C:35]#[C:36]C)[CH:30]=2)=[O:27])[N:22]([CH3:38])[N:21]=1)([CH3:19])([CH3:18])[CH3:17]. Product: [C:16]([C:20]1[CH:24]=[C:23]([NH:25][C:26]([NH:28][C:29]2[CH:34]=[CH:33][CH:32]=[C:31]([C:35]#[C:36][C:14]3[C:9]([Cl:8])=[N:10][CH:11]=[N:12][CH:13]=3)[CH:30]=2)=[O:27])[N:22]([CH3:38])[N:21]=1)([CH3:19])([CH3:18])[CH3:17]. The catalyst class is: 233. (5) Reactant: [Si:1]([O:8][CH2:9][CH2:10][N:11]1[CH:15]=[CH:14][C:13]([N+:16]([O-])=O)=[N:12]1)([C:4]([CH3:7])([CH3:6])[CH3:5])([CH3:3])[CH3:2]. Product: [Si:1]([O:8][CH2:9][CH2:10][N:11]1[CH:15]=[CH:14][C:13]([NH2:16])=[N:12]1)([C:4]([CH3:7])([CH3:5])[CH3:6])([CH3:3])[CH3:2]. The catalyst class is: 8.